This data is from Reaction yield outcomes from USPTO patents with 853,638 reactions. The task is: Predict the reaction yield, written as a fraction of the theoretical maximum amount of product (1.0 means a 100% yield; for example, 0.34 means a 34% yield). (1) The reactants are CCN(S(F)(F)[F:7])CC.[Br:10][C:11]1[N:16]=[C:15]([C:17]([C:20]2[CH:25]=[CH:24][CH:23]=[C:22]([Br:26])[N:21]=2)(O)[CH3:18])[CH:14]=[CH:13][CH:12]=1.[OH-].[Na+]. The catalyst is C(Cl)(Cl)Cl. The product is [Br:10][C:11]1[N:16]=[C:15]([C:17]([C:20]2[CH:25]=[CH:24][CH:23]=[C:22]([Br:26])[N:21]=2)([F:7])[CH3:18])[CH:14]=[CH:13][CH:12]=1. The yield is 0.737. (2) The reactants are [N+:1]([C:4]1[CH:9]=[CH:8][C:7]([NH:10][CH:11]2[CH2:16][CH2:15][CH:14]([O:17][CH2:18][C:19]([OH:21])=O)[CH2:13][CH2:12]2)=[CH:6][C:5]=1[C:22]([F:25])([F:24])[F:23])([O-:3])=[O:2].CCN=C=NCCCN(C)C.Cl.C1C=CC2N(O)N=NC=2C=1.C(N(CC)CC)C.[Cl:55][C:56]1[CH:57]=[CH:58][C:59]2[O:63][CH:62]([C:64]([N:66]3[CH2:71][CH2:70][NH:69][CH2:68][CH2:67]3)=[O:65])[CH2:61][C:60]=2[CH:72]=1. The catalyst is ClCCl. The product is [Cl:55][C:56]1[CH:57]=[CH:58][C:59]2[O:63][CH:62]([C:64]([N:66]3[CH2:67][CH2:68][N:69]([C:19](=[O:21])[CH2:18][O:17][CH:14]4[CH2:13][CH2:12][CH:11]([NH:10][C:7]5[CH:8]=[CH:9][C:4]([N+:1]([O-:3])=[O:2])=[C:5]([C:22]([F:24])([F:25])[F:23])[CH:6]=5)[CH2:16][CH2:15]4)[CH2:70][CH2:71]3)=[O:65])[CH2:61][C:60]=2[CH:72]=1. The yield is 0.190. (3) The yield is 0.700. The reactants are [NH2:1][C:2]1[N:7]=[CH:6][C:5]([C:8]([N:10]2[CH2:15][CH2:14][O:13][CH2:12][C@H:11]2[CH3:16])=[O:9])=[CH:4][CH:3]=1.Br[C:18]1[C:19](=[O:26])[N:20]([CH3:25])[CH:21]=[C:22]([Br:24])[CH:23]=1.C(=O)([O-])[O-].[Cs+].[Cs+].CC1(C)C2C(=C(P(C3C=CC=CC=3)C3C=CC=CC=3)C=CC=2)OC2C(P(C3C=CC=CC=3)C3C=CC=CC=3)=CC=CC1=2. The product is [Br:24][C:22]1[CH:23]=[C:18]([NH:1][C:2]2[CH:3]=[CH:4][C:5]([C:8]([N:10]3[CH2:15][CH2:14][O:13][CH2:12][C@H:11]3[CH3:16])=[O:9])=[CH:6][N:7]=2)[C:19](=[O:26])[N:20]([CH3:25])[CH:21]=1. The catalyst is C1C=CC(/C=C/C(/C=C/C2C=CC=CC=2)=O)=CC=1.C1C=CC(/C=C/C(/C=C/C2C=CC=CC=2)=O)=CC=1.C1C=CC(/C=C/C(/C=C/C2C=CC=CC=2)=O)=CC=1.[Pd].[Pd].O1CCOCC1.